Dataset: Forward reaction prediction with 1.9M reactions from USPTO patents (1976-2016). Task: Predict the product of the given reaction. (1) Given the reactants [C:1]([O:4][C:5](=[O:7])[CH3:6])(=[O:3])C.[C:8](O)(=[O:10])[CH3:9], predict the reaction product. The product is: [CH3:9][C:8]([CH:6]1[C:1](=[O:3])[O:4][C:5]1=[O:7])=[O:10]. (2) Given the reactants C(O)(C)(C)C.O.[N:7]([CH2:10][C:11]([NH:13][CH2:14][CH2:15][C:16]1[CH:21]=[CH:20][C:19]([OH:22])=[CH:18][CH:17]=1)=[O:12])=[N+:8]=[N-:9].[CH2:23]([N:29]1[C:33](=[O:34])[C:32]2=[CH:35][CH:36]=[CH:37][CH:38]=[C:31]2[C:30]1=[O:39])[CH2:24][CH2:25][CH2:26][C:27]#[CH:28].O=C1O[C@H]([C@H](CO)O)C([O-])=C1O.[Na+], predict the reaction product. The product is: [O:39]=[C:30]1[C:31]2[C:32](=[CH:35][CH:36]=[CH:37][CH:38]=2)[C:33](=[O:34])[N:29]1[CH2:23][CH2:24][CH2:25][CH2:26][C:27]1[N:9]=[N:8][N:7]([CH2:10][C:11]([NH:13][CH2:14][CH2:15][C:16]2[CH:17]=[CH:18][C:19]([OH:22])=[CH:20][CH:21]=2)=[O:12])[CH:28]=1. (3) Given the reactants [CH:1]1[C:6]([C:7]2[O:17][C:16]3[CH:15]=[C:14]([OH:18])[CH:13]=[CH:12][C:11]=3[C:9](=[O:10])[C:8]=2[OH:19])=[CH:5][C:4]([OH:20])=[C:3]([OH:21])[CH:2]=1.[CH2:22]([O:29][P:30]([O-:39])[O:31][CH2:32][C:33]1[CH:38]=[CH:37][CH:36]=[CH:35][CH:34]=1)[C:23]1[CH:28]=[CH:27][CH:26]=[CH:25][CH:24]=1.C(N(CC)C(C)C)(C)C.C(Cl)(Cl)(Cl)Cl.P([O-])(O)(O)=O.[K+], predict the reaction product. The product is: [P:30]([O:20][C:4]1[CH:5]=[C:6]([C:7]2[O:17][C:16]3[C:11]([C:9](=[O:10])[C:8]=2[OH:19])=[CH:12][CH:13]=[C:14]([OH:18])[CH:15]=3)[CH:1]=[CH:2][C:3]=1[OH:21])([O:29][CH2:22][C:23]1[CH:28]=[CH:27][CH:26]=[CH:25][CH:24]=1)([O:31][CH2:32][C:33]1[CH:38]=[CH:37][CH:36]=[CH:35][CH:34]=1)=[O:39]. (4) Given the reactants [F:1][C:2]([F:31])([C:25]1[CH:30]=[CH:29][CH:28]=[CH:27][N:26]=1)[CH2:3][NH:4][C:5]1[S:6]/[C:7](=[CH:11]\[C:12]2[CH:13]=[C:14]3[C:19](=[CH:20][CH:21]=2)[N:18]=[CH:17][CH:16]=[C:15]3[O:22][CH2:23][CH3:24])/[C:8](=[O:10])[N:9]=1.[CH3:32][S:33]([OH:36])(=[O:35])=[O:34], predict the reaction product. The product is: [CH3:32][S:33]([OH:36])(=[O:35])=[O:34].[F:31][C:2]([F:1])([C:25]1[CH:30]=[CH:29][CH:28]=[CH:27][N:26]=1)[CH2:3][NH:4][C:5]1[S:6]/[C:7](=[CH:11]\[C:12]2[CH:13]=[C:14]3[C:19](=[CH:20][CH:21]=2)[N:18]=[CH:17][CH:16]=[C:15]3[O:22][CH2:23][CH3:24])/[C:8](=[O:10])[N:9]=1. (5) Given the reactants C([O:4][C@@H:5]1[C@@H:10]([O:11]C(=O)C)[C@H:9]([O:15]C(=O)C)[C@@H:8]([CH2:19][O:20]C(=O)C)[O:7][C@H:6]1[O:24][C:25]1[C:30]([CH2:31][C:32]2[CH:37]=[CH:36][C:35]([CH3:38])=[C:34]([F:39])[CH:33]=2)=[C:29]([CH3:40])[CH:28]=[C:27]([CH3:41])[N:26]=1)(=O)C.C[O-].[Na+], predict the reaction product. The product is: [C@@H:6]1([O:24][C:25]2[C:30]([CH2:31][C:32]3[CH:37]=[CH:36][C:35]([CH3:38])=[C:34]([F:39])[CH:33]=3)=[C:29]([CH3:40])[CH:28]=[C:27]([CH3:41])[N:26]=2)[O:7][C@H:8]([CH2:19][OH:20])[C@@H:9]([OH:15])[C@H:10]([OH:11])[C@H:5]1[OH:4].